This data is from NCI-60 drug combinations with 297,098 pairs across 59 cell lines. The task is: Regression. Given two drug SMILES strings and cell line genomic features, predict the synergy score measuring deviation from expected non-interaction effect. Drug 1: CS(=O)(=O)CCNCC1=CC=C(O1)C2=CC3=C(C=C2)N=CN=C3NC4=CC(=C(C=C4)OCC5=CC(=CC=C5)F)Cl. Drug 2: C(CC(=O)O)C(=O)CN.Cl. Cell line: SK-MEL-2. Synergy scores: CSS=22.9, Synergy_ZIP=-1.44, Synergy_Bliss=-1.12, Synergy_Loewe=1.83, Synergy_HSA=-1.18.